From a dataset of Full USPTO retrosynthesis dataset with 1.9M reactions from patents (1976-2016). Predict the reactants needed to synthesize the given product. (1) Given the product [OH:25][C@H:26]([CH2:27][O:28][C:29]1[C:37]2[NH:36][C:35](=[O:38])[NH:34][C:33]=2[CH:32]=[CH:31][CH:30]=1)[CH2:39][NH:40][CH:2]1[CH2:7][CH2:6][N:5]([S:8]([C:11]2[CH:12]=[CH:13][C:14]([CH2:15][CH:16]3[S:20][C:19](=[O:21])[NH:18][C:17]3=[O:22])=[CH:23][CH:24]=2)(=[O:10])=[O:9])[CH2:4][CH2:3]1, predict the reactants needed to synthesize it. The reactants are: O=[C:2]1[CH2:7][CH2:6][N:5]([S:8]([C:11]2[CH:24]=[CH:23][C:14]([CH2:15][CH:16]3[S:20][C:19](=[O:21])[NH:18][C:17]3=[O:22])=[CH:13][CH:12]=2)(=[O:10])=[O:9])[CH2:4][CH2:3]1.[OH:25][C@@H:26]([CH2:39][NH2:40])[CH2:27][O:28][C:29]1[C:37]2[NH:36][C:35](=[O:38])[NH:34][C:33]=2[CH:32]=[CH:31][CH:30]=1. (2) Given the product [Br:1][C:2]1[CH:7]=[CH:6][C:5]([O:8][CH2:10][CH:11]([O:14][CH3:15])[O:12][CH3:13])=[CH:4][CH:3]=1, predict the reactants needed to synthesize it. The reactants are: [Br:1][C:2]1[CH:7]=[CH:6][C:5]([OH:8])=[CH:4][CH:3]=1.Br[CH2:10][CH:11]([O:14][CH3:15])[O:12][CH3:13].C(=O)([O-])[O-].[K+].[K+]. (3) Given the product [NH:1]1[C:9]2[C:4](=[CH:5][CH:6]=[CH:7][CH:8]=2)[C:3]([C:10](=[O:36])[CH:11]([NH:18][C:19]2[CH:20]=[C:21]([CH:31]=[C:32]([O:34][CH3:35])[CH:33]=2)[O:22][CH2:23][CH2:24][CH2:25][C:26]([OH:28])=[O:27])[C:12]2[CH:17]=[CH:16][CH:15]=[CH:14][CH:13]=2)=[CH:2]1, predict the reactants needed to synthesize it. The reactants are: [NH:1]1[C:9]2[C:4](=[CH:5][CH:6]=[CH:7][CH:8]=2)[C:3]([C:10](=[O:36])[CH:11]([NH:18][C:19]2[CH:20]=[C:21]([CH:31]=[C:32]([O:34][CH3:35])[CH:33]=2)[O:22][CH2:23][CH2:24][CH2:25][C:26]([O:28]CC)=[O:27])[C:12]2[CH:17]=[CH:16][CH:15]=[CH:14][CH:13]=2)=[CH:2]1.[OH-].[Na+].Cl. (4) Given the product [BrH:9].[NH:8]=[C:4]1[N:3]([CH2:10][CH2:11][OH:12])[C:2]([CH3:1])=[C:6]([CH3:7])[S:5]1, predict the reactants needed to synthesize it. The reactants are: [CH3:1][C:2]1[N:3]=[C:4]([NH2:8])[S:5][C:6]=1[CH3:7].[Br:9][CH2:10][CH2:11][OH:12]. (5) Given the product [CH2:1]([NH:8][C:9]([NH:11][C:12]1[N:17]=[N:16][C:15]([N:18]2[CH2:19][CH2:20][N:21]([C:24](=[O:25])[C:26]3[CH:31]=[CH:30][CH:29]=[CH:28][C:27]=3[C:32]([F:35])([F:34])[F:33])[CH2:22][CH2:23]2)=[CH:14][CH:13]=1)=[O:10])[C:2]1[CH:7]=[CH:6][CH:5]=[CH:4][CH:3]=1, predict the reactants needed to synthesize it. The reactants are: [CH2:1]([N:8]=[C:9]=[O:10])[C:2]1[CH:7]=[CH:6][CH:5]=[CH:4][CH:3]=1.[NH2:11][C:12]1[N:17]=[N:16][C:15]([N:18]2[CH2:23][CH2:22][N:21]([C:24]([C:26]3[CH:31]=[CH:30][CH:29]=[CH:28][C:27]=3[C:32]([F:35])([F:34])[F:33])=[O:25])[CH2:20][CH2:19]2)=[CH:14][CH:13]=1. (6) Given the product [Cl:1][C:2]1[CH:7]=[C:6]([C:15]2[CH:16]=[N:17][C:12]([C:11]([F:22])([F:21])[F:10])=[CH:13][CH:14]=2)[C:5]([F:9])=[CH:4][N:3]=1, predict the reactants needed to synthesize it. The reactants are: [Cl:1][C:2]1[CH:7]=[C:6](I)[C:5]([F:9])=[CH:4][N:3]=1.[F:10][C:11]([F:22])([F:21])[C:12]1[N:17]=[CH:16][C:15](B(O)O)=[CH:14][CH:13]=1.C(Cl)Cl.C(=O)([O-])[O-].[Na+].[Na+]. (7) Given the product [Cl:1][C:2]1[CH:7]=[CH:6][C:5]([O:8][CH2:33][C:34]([O:36][CH2:37][CH3:38])=[O:35])=[C:4]([F:9])[C:3]=1[NH:10][CH2:11][C:12]1[CH:17]=[C:16]([C:18]2[CH:23]=[CH:22][CH:21]=[C:20]([F:24])[CH:19]=2)[CH:15]=[CH:14][C:13]=1[F:25], predict the reactants needed to synthesize it. The reactants are: [Cl:1][C:2]1[CH:7]=[CH:6][C:5]([OH:8])=[C:4]([F:9])[C:3]=1[NH:10][CH2:11][C:12]1[CH:17]=[C:16]([C:18]2[CH:23]=[CH:22][CH:21]=[C:20]([F:24])[CH:19]=2)[CH:15]=[CH:14][C:13]=1[F:25].C([O-])([O-])=O.[Cs+].[Cs+].Br[CH2:33][C:34]([O:36][CH2:37][CH3:38])=[O:35].O. (8) The reactants are: [CH2:1]([N:8]1[CH2:12][CH2:11][N:10]([C:13]2[S:14][C:15]([C:19](O)=[O:20])=[C:16]([CH3:18])[N:17]=2)[C:9]1=[O:22])[C:2]1[CH:7]=[CH:6][CH:5]=[CH:4][CH:3]=1.C[N:24]1CCOCC1.ClC(OCC(C)C)=O.N. Given the product [CH2:1]([N:8]1[CH2:12][CH2:11][N:10]([C:13]2[S:14][C:15]([C:19]([NH2:24])=[O:20])=[C:16]([CH3:18])[N:17]=2)[C:9]1=[O:22])[C:2]1[CH:7]=[CH:6][CH:5]=[CH:4][CH:3]=1, predict the reactants needed to synthesize it. (9) Given the product [CH3:1][O:2][C:3]([C:5]1[CH:31]=[CH:30][C:8]2[N:9]=[C:10]([NH:12][CH:13]3[CH2:18][CH2:17][N:16]([CH2:40][C:39]4[CH:42]=[CH:43][C:44]([O:45][CH3:46])=[C:37]([O:36][CH2:32][CH:33]([CH3:35])[CH3:34])[CH:38]=4)[CH2:15][CH2:14]3)[O:11][C:7]=2[CH:6]=1)=[O:4], predict the reactants needed to synthesize it. The reactants are: [CH3:1][O:2][C:3]([C:5]1[CH:31]=[CH:30][C:8]2[N:9]=[C:10]([NH:12][CH:13]3[CH2:18][CH2:17][N:16](CC4C=CC(O)=C(OCC)C=4)[CH2:15][CH2:14]3)[O:11][C:7]=2[CH:6]=1)=[O:4].[CH2:32]([O:36][C:37]1[CH:38]=[C:39]([CH:42]=[CH:43][C:44]=1[O:45][CH3:46])[CH:40]=O)[CH:33]([CH3:35])[CH3:34].C([BH3-])#N.[Na+].C(N(C(C)C)C(C)C)C. (10) Given the product [CH2:1]([O:4][C:5]([C@@H:7]1[CH2:12][CH2:11][N:10]([CH2:13][C:14]2[CH:23]=[CH:22][CH:21]=[C:20]3[C:15]=2[C:16]([NH:35][C:34]2[CH:36]=[CH:37][CH:38]=[C:32]([O:31][CH3:30])[CH:33]=2)=[N:17][CH:18]=[N:19]3)[CH2:9][C@@H:8]1[C:26]([O:28][CH3:29])=[O:27])=[O:6])[CH:2]=[CH2:3], predict the reactants needed to synthesize it. The reactants are: [CH2:1]([O:4][C:5]([C@@H:7]1[CH2:12][CH2:11][N:10]([CH2:13][C:14]2[CH:23]=[CH:22][CH:21]=[C:20]3[C:15]=2[C:16](SC)=[N:17][CH:18]=[N:19]3)[CH2:9][C@@H:8]1[C:26]([O:28][CH3:29])=[O:27])=[O:6])[CH:2]=[CH2:3].[CH3:30][O:31][C:32]1[CH:33]=[C:34]([CH:36]=[CH:37][CH:38]=1)[NH2:35].